This data is from Full USPTO retrosynthesis dataset with 1.9M reactions from patents (1976-2016). The task is: Predict the reactants needed to synthesize the given product. Given the product [Cl:2][C:3]1[C:12]2[C:7](=[CH:8][CH:9]=[CH:10][CH:11]=2)[CH:6]=[CH:5][C:4]=1[NH:13][CH2:14][CH2:15][NH:16][CH2:23][C:21]1[S:22][C:18]([Cl:17])=[CH:19][CH:20]=1, predict the reactants needed to synthesize it. The reactants are: [Cl-].[Cl:2][C:3]1[C:12]2[C:7](=[CH:8][CH:9]=[CH:10][CH:11]=2)[CH:6]=[CH:5][C:4]=1[NH:13][CH2:14][CH2:15][NH3+:16].[Cl:17][C:18]1[S:22][C:21]([CH:23]=O)=[CH:20][CH:19]=1.